Dataset: Forward reaction prediction with 1.9M reactions from USPTO patents (1976-2016). Task: Predict the product of the given reaction. (1) Given the reactants [H-].[Na+].[Br:3][C:4]1[CH:11]=[CH:10][C:7]([CH2:8][OH:9])=[CH:6][CH:5]=1.[F:12][C:13]1[CH:20]=[CH:19][CH:18]=[C:17](F)[C:14]=1[C:15]#[N:16], predict the reaction product. The product is: [Br:3][C:4]1[CH:11]=[CH:10][C:7]([CH2:8][O:9][C:17]2[CH:18]=[CH:19][CH:20]=[C:13]([F:12])[C:14]=2[C:15]#[N:16])=[CH:6][CH:5]=1. (2) Given the reactants [N:1]1([C:7]([O:9][C:10]([CH3:13])([CH3:12])[CH3:11])=[O:8])[CH2:6][CH2:5][CH2:4][CH2:3][CH2:2]1.CN(C)CCN(C)C.CC(C)C[Li].[O:27]=[C:28]1[CH2:31][N:30]([C:32]([O:34][CH2:35][C:36]2[CH:41]=[CH:40][CH:39]=[CH:38][CH:37]=2)=[O:33])[CH2:29]1, predict the reaction product. The product is: [OH:27][C:28]1([CH:2]2[CH2:3][CH2:4][CH2:5][CH2:6][N:1]2[C:7]([O:9][C:10]([CH3:13])([CH3:12])[CH3:11])=[O:8])[CH2:29][N:30]([C:32]([O:34][CH2:35][C:36]2[CH:41]=[CH:40][CH:39]=[CH:38][CH:37]=2)=[O:33])[CH2:31]1. (3) The product is: [N:1]([CH2:4][CH2:5][CH2:6][S:7]([Cl:13])(=[O:10])=[O:8])=[N+:2]=[N-:3]. Given the reactants [N:1]([CH2:4][CH2:5][CH2:6][S:7]([OH:10])(=O)=[O:8])=[N+:2]=[N-:3].[Na].P(Cl)(Cl)(Cl)(Cl)[Cl:13], predict the reaction product. (4) Given the reactants C(OC([N:11]1[C@@H:16]([CH2:17][CH3:18])[CH2:15][CH2:14][C@H:13]([N+:19]([O-:21])=[O:20])[C@@H:12]1[C:22]1[CH:27]=[CH:26][CH:25]=[CH:24][CH:23]=1)=O)C1C=CC=CC=1.[BrH:28], predict the reaction product. The product is: [BrH:28].[CH2:17]([C@@H:16]1[NH:11][C@@H:12]([C:22]2[CH:23]=[CH:24][CH:25]=[CH:26][CH:27]=2)[C@@H:13]([N+:19]([O-:21])=[O:20])[CH2:14][CH2:15]1)[CH3:18]. (5) Given the reactants [F:1][C:2]1[C:20]([F:21])=[CH:19][CH:18]=[CH:17][C:3]=1[CH2:4][N:5]1[C:9]2[CH:10]=[N:11][C:12]([C:14]([OH:16])=O)=[CH:13][C:8]=2[N:7]=[CH:6]1.[O:22]([NH2:29])[C:23]1[CH:28]=[CH:27][CH:26]=[CH:25][CH:24]=1, predict the reaction product. The product is: [F:1][C:2]1[C:20]([F:21])=[CH:19][CH:18]=[CH:17][C:3]=1[CH2:4][N:5]1[C:9]2[CH:10]=[N:11][C:12]([C:14]([NH:29][O:22][C:23]3[CH:28]=[CH:27][CH:26]=[CH:25][CH:24]=3)=[O:16])=[CH:13][C:8]=2[N:7]=[CH:6]1. (6) Given the reactants [CH3:1][O:2][C:3]1[CH:4]=[C:5]([S:9][CH2:10][C:11]([OH:28])([CH3:27])[C:12]([NH:14][C:15]2[CH:20]=[CH:19][C:18]([C:21]#[N:22])=[C:17]([C:23]([F:26])([F:25])[F:24])[CH:16]=2)=[O:13])[CH:6]=[CH:7][CH:8]=1.OO.[H-].[OH2:32].[Cl-].[Na+].[OH2:35], predict the reaction product. The product is: [CH3:1][O:2][C:3]1[CH:4]=[C:5]([S:9]([CH2:10][C:11]([OH:28])([CH3:27])[C:12]([NH:14][C:15]2[CH:20]=[CH:19][C:18]([C:21]#[N:22])=[C:17]([C:23]([F:24])([F:25])[F:26])[CH:16]=2)=[O:13])(=[O:35])=[O:32])[CH:6]=[CH:7][CH:8]=1. (7) Given the reactants [F:1][C:2]1[CH:23]=[CH:22][CH:21]=[C:20]([F:24])[C:3]=1[C:4]([NH:6][C:7]([CH3:19])([CH3:18])[C:8]([C:10]1[CH:15]=[CH:14][C:13]([CH:16]=O)=[CH:12][CH:11]=1)=[O:9])=[O:5].S([O-])([O-])(=O)=O.[Mg+2].[C:31]([O-])(=O)C.[NH4+].[C:36]([CH2:38][C:39]([O:41][CH3:42])=[O:40])#[N:37], predict the reaction product. The product is: [C:36]([C:38](=[CH:16][C:13]1[CH:14]=[CH:15][C:10]([C:8](=[O:9])[C:7]([NH:6][C:4](=[O:5])[C:3]2[C:2]([F:1])=[CH:23][CH:22]=[CH:21][C:20]=2[F:24])([CH3:19])[CH3:18])=[CH:11][CH:12]=1)[C:39]([O:41][CH2:42][CH3:31])=[O:40])#[N:37]. (8) Given the reactants C(O[C:6]([N:8]1[CH2:13][CH2:12][N:11](C2C(=O)N(CC(C)C)N=C(C3C=CC(C)=C(F)C=3)C=2C)[CH2:10][CH2:9]1)=O)(C)(C)C.[Cl:34][C:35]1[CH:63]=[CH:62][C:38]([CH2:39][N:40]2[C:45](=[O:46])[C:44]([CH2:47]OS(C)(=O)=O)=[CH:43][C:42]([C:53]3[CH:58]=[CH:57][C:56]([O:59][CH3:60])=[C:55]([F:61])[CH:54]=3)=[N:41]2)=[CH:37][CH:36]=1.CN1CCNCC1, predict the reaction product. The product is: [Cl:34][C:35]1[CH:36]=[CH:37][C:38]([CH2:39][N:40]2[C:45](=[O:46])[C:44]([CH2:47][N:11]3[CH2:12][CH2:13][N:8]([CH3:6])[CH2:9][CH2:10]3)=[CH:43][C:42]([C:53]3[CH:58]=[CH:57][C:56]([O:59][CH3:60])=[C:55]([F:61])[CH:54]=3)=[N:41]2)=[CH:62][CH:63]=1. (9) Given the reactants OS(O)(=O)=O.[CH3:6][C:7]1[CH:12]=[CH:11][C:10]([CH3:13])=[CH:9][N+:8]=1[O-:14].C([O-])([O-])=O.[Na+].[Na+].[N+:21]([O-])([OH:23])=[O:22], predict the reaction product. The product is: [CH3:6][C:7]1[CH:12]=[C:11]([N+:21]([O-:23])=[O:22])[C:10]([CH3:13])=[CH:9][N+:8]=1[O-:14].